Dataset: Forward reaction prediction with 1.9M reactions from USPTO patents (1976-2016). Task: Predict the product of the given reaction. (1) Given the reactants C[Si](C)(C)[NH:3][Si](C)(C)C.C([Li])CCC.[F:15][C:16]1[CH:17]=[C:18]([CH:21]=[CH:22][CH:23]=1)[C:19]#[N:20].[ClH:24], predict the reaction product. The product is: [ClH:24].[F:15][C:16]1[CH:17]=[C:18]([C:19](=[NH:3])[NH2:20])[CH:21]=[CH:22][CH:23]=1. (2) Given the reactants C(O[C:5](=[O:7])[CH3:6])(=O)C.[C:8]1([CH3:18])[CH:13]=[CH:12][C:11](S(O)(=O)=O)=[CH:10][CH:9]=1.[C:19]1(C)C=CC=CC=1, predict the reaction product. The product is: [CH3:19][CH:8]([CH3:18])[CH2:13][CH2:12][C:11]1[C:5](=[O:7])[CH2:6][CH2:9][CH:10]=1. (3) Given the reactants [CH3:1][C:2]1[CH:3]=[C:4]([N:9]([CH2:20][CH2:21][C:22]2[CH:27]=[CH:26][C:25]([CH3:28])=[CH:24][CH:23]=2)[C:10](=[O:19])[CH:11]([OH:18])[C:12]2[CH:17]=[CH:16][CH:15]=[CH:14][CH:13]=2)[CH:5]=[CH:6][C:7]=1[CH3:8].[CH3:29][S:30](Cl)(=[O:32])=[O:31].CCN(CC)CC, predict the reaction product. The product is: [CH3:1][C:2]1[CH:3]=[C:4]([N:9]([CH2:20][CH2:21][C:22]2[CH:23]=[CH:24][C:25]([CH3:28])=[CH:26][CH:27]=2)[C:10]([CH:11]([O:18][S:30]([CH3:29])(=[O:32])=[O:31])[C:12]2[CH:17]=[CH:16][CH:15]=[CH:14][CH:13]=2)=[O:19])[CH:5]=[CH:6][C:7]=1[CH3:8]. (4) Given the reactants [Cl:1][C:2]1[CH:3]=[C:4]([C:12]2[N:16]=[C:15]([C:17]3[CH:22]=[CH:21][C:20]([C:23]([NH:26][CH2:27][CH2:28][C:29]([OH:31])=[O:30])([CH3:25])[CH3:24])=[CH:19][CH:18]=3)[O:14][N:13]=2)[CH:5]=[CH:6][C:7]=1[O:8][CH:9]([CH3:11])[CH3:10], predict the reaction product. The product is: [CH2:7]([OH:8])[CH2:2][CH3:3].[Cl:1][C:2]1[CH:3]=[C:4]([C:12]2[N:16]=[C:15]([C:17]3[CH:22]=[CH:21][C:20]([C:23]([NH:26][CH2:27][CH2:28][C:29]([OH:31])=[O:30])([CH3:25])[CH3:24])=[CH:19][CH:18]=3)[O:14][N:13]=2)[CH:5]=[CH:6][C:7]=1[O:8][CH:9]([CH3:11])[CH3:10].